Task: Predict which catalyst facilitates the given reaction.. Dataset: Catalyst prediction with 721,799 reactions and 888 catalyst types from USPTO (1) Reactant: C(O[C:4]([C:6]1[CH:10]=[C:9]([C:11]2[CH:16]=[CH:15][C:14]([C:17]#[N:18])=[CH:13][CH:12]=2)[NH:8][C:7]=1[NH2:19])=[O:5])C.[CH3:20][N:21](C=O)C.C(N)=O. Product: [OH:5][C:4]1[C:6]2[CH:10]=[C:9]([C:11]3[CH:12]=[CH:13][C:14]([C:17]#[N:18])=[CH:15][CH:16]=3)[NH:8][C:7]=2[N:19]=[CH:20][N:21]=1. The catalyst class is: 106. (2) Reactant: [CH3:1][O:2][C:3]([O:6][CH3:7])([CH3:5])[CH3:4].C1(C)C=CC(S(O)(=O)=O)=CC=1.[N+:19]([C:22]1[CH:33]=[CH:32][C:25]([O:26][CH2:27]C(O)CO)=[CH:24][C:23]=1[C:34]([F:37])([F:36])[F:35])([O-:21])=[O:20]. Product: [CH3:4][C:3]1([CH3:5])[O:6][CH:7]([CH2:27][O:26][C:25]2[CH:32]=[CH:33][C:22]([N+:19]([O-:21])=[O:20])=[C:23]([C:34]([F:35])([F:36])[F:37])[CH:24]=2)[CH2:1][O:2]1. The catalyst class is: 7. (3) Reactant: [CH2:1]=[C:2]1[CH2:6][CH2:5][C:4]([CH2:11][CH2:12][CH2:13]Br)([C:7]([O:9][CH3:10])=[O:8])[CH2:3]1.[N-:15]=[N+:16]=[N-:17].[Na+]. Product: [CH2:1]=[C:2]1[CH2:6][CH2:5][C:4]([CH2:11][CH2:12][CH2:13][N:15]=[N+:16]=[N-:17])([C:7]([O:9][CH3:10])=[O:8])[CH2:3]1. The catalyst class is: 483. (4) Reactant: [Cl:1][C:2]1[CH:7]=[CH:6][C:5]([CH:8]([C:38]2[CH:43]=[CH:42][C:41]([Cl:44])=[CH:40][CH:39]=2)[C:9]2[CH:10]=[C:11]3[C:16](=[CH:17][CH:18]=2)[N:15]=[CH:14][N:13]=[C:12]3[NH:19][CH:20]2[CH2:25][CH2:24][N:23]([CH2:26][CH2:27][C:28]3[CH:37]=[CH:36][C:31]([C:32]([O:34]C)=[O:33])=[CH:30][CH:29]=3)[CH2:22][CH2:21]2)=[CH:4][CH:3]=1.[OH-].[Na+]. Product: [Cl:1][C:2]1[CH:7]=[CH:6][C:5]([CH:8]([C:38]2[CH:39]=[CH:40][C:41]([Cl:44])=[CH:42][CH:43]=2)[C:9]2[CH:10]=[C:11]3[C:16](=[CH:17][CH:18]=2)[N:15]=[CH:14][N:13]=[C:12]3[NH:19][CH:20]2[CH2:21][CH2:22][N:23]([CH2:26][CH2:27][C:28]3[CH:37]=[CH:36][C:31]([C:32]([OH:34])=[O:33])=[CH:30][CH:29]=3)[CH2:24][CH2:25]2)=[CH:4][CH:3]=1. The catalyst class is: 5. (5) Reactant: [CH3:1][C@@H:2]([CH:7](C(O)=O)[C:8]([OH:10])=[O:9])[CH2:3][CH2:4][CH2:5][CH3:6].[OH-].[Na+]. Product: [CH3:1][C@H:2]([CH2:3][CH2:4][CH2:5][CH3:6])[CH2:7][C:8]([OH:10])=[O:9]. The catalyst class is: 113. (6) Reactant: C([Li])CCC.Br[C:7]1[CH:8]=[N:9][CH:10]=[C:11]([Br:14])[C:12]=1[CH3:13].CN([CH:18]=[O:19])C. Product: [Br:14][C:11]1[CH:10]=[N:9][CH:8]=[C:7]([C:12]=1[CH3:13])[CH:18]=[O:19]. The catalyst class is: 1. (7) Reactant: [Cl:1][C:2]1[N:7]=[C:6]([NH:8][C:9]2[C:17]3[O:16][CH2:15][O:14][C:13]=3[CH:12]=[CH:11][C:10]=2[Cl:18])[CH:5]=[CH:4][N:3]=1.[C:19](=O)([O-])[O-].[K+].[K+].IC. Product: [Cl:1][C:2]1[N:7]=[C:6]([N:8]([C:9]2[C:17]3[O:16][CH2:15][O:14][C:13]=3[CH:12]=[CH:11][C:10]=2[Cl:18])[CH3:19])[CH:5]=[CH:4][N:3]=1. The catalyst class is: 3. (8) Product: [CH2:8]([NH:22][C@H:19]1[CH2:20][CH2:21][N:17]([C:15](=[O:16])[C:14]([F:13])([F:23])[F:24])[CH2:18]1)[CH2:9][CH2:10][CH3:11]. The catalyst class is: 29. Reactant: C(N(CC)CC)C.[CH:8](=O)[CH2:9][CH2:10][CH3:11].[F:13][C:14]([F:24])([F:23])[C:15]([N:17]1[CH2:21][CH2:20][C@H:19]([NH2:22])[CH2:18]1)=[O:16].[H][H]. (9) Product: [F:1][C:2]1[CH:11]=[CH:10][CH:9]=[C:8]2[C:3]=1[NH:4][CH2:5][C:6](=[O:12])[N:7]2[CH3:16]. The catalyst class is: 220. Reactant: [F:1][C:2]1[CH:11]=[CH:10][CH:9]=[C:8]2[C:3]=1[NH:4][CH2:5][C:6](=[O:12])[NH:7]2.[H-].[Na+].I[CH3:16].